From a dataset of Forward reaction prediction with 1.9M reactions from USPTO patents (1976-2016). Predict the product of the given reaction. (1) The product is: [ClH:1].[CH2:47]([N:25]([CH2:23][CH3:24])[CH2:26][CH2:27][NH:28][C:29]([C:31]1[C:44]2[NH:43][C:42]3[C:37](=[CH:38][CH:39]=[CH:40][CH:41]=3)[C:36](=[O:45])[C:35]=2[CH:34]=[C:33]([I:46])[CH:32]=1)=[O:30])[CH3:48]. Given the reactants [ClH:1].C(N(CC)CCNC(C1C=CC2C(=CC=C(I)C=2)C=1)=O)C.[CH2:23]([N:25]([CH2:47][CH3:48])[CH2:26][CH2:27][NH:28][C:29]([C:31]1[C:44]2[NH:43][C:42]3[C:37](=[CH:38][CH:39]=[CH:40][CH:41]=3)[C:36](=[O:45])[C:35]=2[CH:34]=[C:33]([I:46])[CH:32]=1)=[O:30])[CH3:24].[K+].[Br-], predict the reaction product. (2) Given the reactants [CH3:1][O:2][C:3]1[CH:8]=[CH:7][C:6]([C:9]2[C:17]3[C:12](=[CH:13][C:14]([C:18]4[CH:23]=[CH:22][CH:21]=[C:20]([N+:24]([O-])=O)[CH:19]=4)=[CH:15][CH:16]=3)[N:11]([C:27]3[N:32]=[CH:31][N:30]=[C:29]([NH:33][CH3:34])[CH:28]=3)[CH:10]=2)=[CH:5][CH:4]=1, predict the reaction product. The product is: [NH2:24][C:20]1[CH:19]=[C:18]([C:14]2[CH:13]=[C:12]3[C:17]([C:9]([C:6]4[CH:5]=[CH:4][C:3]([O:2][CH3:1])=[CH:8][CH:7]=4)=[CH:10][N:11]3[C:27]3[N:32]=[CH:31][N:30]=[C:29]([NH:33][CH3:34])[CH:28]=3)=[CH:16][CH:15]=2)[CH:23]=[CH:22][CH:21]=1. (3) The product is: [N:56]1([S:58]([NH:61][C:34](=[O:35])[C:33]2[CH:37]=[C:29]([CH:26]3[CH2:28][CH2:27]3)[C:30]([O:39][CH2:40][C:41]34[CH2:50][CH:45]5[CH2:46][CH:47]([CH2:49][C:43]([OH:51])([CH2:44]5)[CH2:42]3)[CH2:48]4)=[CH:31][C:32]=2[F:38])(=[O:59])=[O:60])[CH2:55][CH2:54][CH2:57]1. Given the reactants C12(COC3C(C4CC4)=CC(C(O)=O)=C(F)C=3)CC3CC(CC(C3)C1)C2.[CH:26]1([C:29]2[C:30]([O:39][CH2:40][C:41]34[CH2:50][CH:45]5[CH2:46][CH:47]([CH2:49][C:43]([OH:51])([CH2:44]5)[CH2:42]3)[CH2:48]4)=[CH:31][C:32]([F:38])=[C:33]([CH:37]=2)[C:34](O)=[O:35])[CH2:28][CH2:27]1.C([CH:54]1[CH2:57][N:56]([S:58]([NH2:61])(=[O:60])=[O:59])[CH2:55]1)#N.N1(S(N)(=O)=O)CCC1, predict the reaction product. (4) Given the reactants [F:1][C:2]1[CH:3]=[CH:4][C:5]([C:8]2[C:12]([CH2:13][O:14][C:15]3[CH:23]=[CH:22][C:18]([C:19]([OH:21])=O)=[CH:17][N:16]=3)=[CH:11][O:10][N:9]=2)=[N:6][CH:7]=1.ClC1C=C(C2C(CO[C:38]3[CH:46]=[CH:45][C:41]([C:42](O)=[O:43])=CN=3)=C(C)ON=2)C=CC=1.FC(F)(F)C[NH2:51], predict the reaction product. The product is: [F:1][C:2]1[CH:3]=[CH:4][C:5]([C:8]2[C:12]([CH2:13][O:14][C:15]3[CH:23]=[CH:22][C:18]([C:19]([NH2:51])=[O:21])=[C:17]([CH:45]4[CH2:46][CH2:38][O:43][CH2:42][CH2:41]4)[N:16]=3)=[CH:11][O:10][N:9]=2)=[N:6][CH:7]=1. (5) Given the reactants [N+:1]([C:4]1[CH:9]=[CH:8][C:7]([S:10]([CH:13]([CH2:18][CH2:19][N:20]2[C:25](=[O:26])[C:24]3[CH:27]=[CH:28][CH:29]=[CH:30][C:23]=3[N:22]=[N:21]2)[C:14]([O:16][CH3:17])=[O:15])(=[O:12])=[O:11])=[CH:6][CH:5]=1)([O-])=O.CO.[H][H], predict the reaction product. The product is: [NH2:1][C:4]1[CH:5]=[CH:6][C:7]([S:10]([CH:13]([CH2:18][CH2:19][N:20]2[C:25](=[O:26])[C:24]3[CH:27]=[CH:28][CH:29]=[CH:30][C:23]=3[N:22]=[N:21]2)[C:14]([O:16][CH3:17])=[O:15])(=[O:12])=[O:11])=[CH:8][CH:9]=1.